Task: Predict the reactants needed to synthesize the given product.. Dataset: Full USPTO retrosynthesis dataset with 1.9M reactions from patents (1976-2016) (1) Given the product [C:1]([C:5]1[NH:6][C:7](=[O:20])[C:8]([C:17]([N:24]([CH2:23][CH:22]([CH3:46])[CH3:21])[C@H:25]2[CH2:30][C@@H:29]([C:31]([N:33]3[CH2:34][CH2:35][O:36][CH2:37][CH2:38]3)=[O:32])[CH2:28][NH:27][CH2:26]2)=[O:19])=[C:9]([NH:11][CH2:12][CH2:13][CH2:14][O:15][CH3:16])[N:10]=1)([CH3:2])([CH3:3])[CH3:4], predict the reactants needed to synthesize it. The reactants are: [C:1]([C:5]1[NH:6][C:7](=[O:20])[C:8]([C:17]([OH:19])=O)=[C:9]([NH:11][CH2:12][CH2:13][CH2:14][O:15][CH3:16])[N:10]=1)([CH3:4])([CH3:3])[CH3:2].[CH3:21][CH:22]([CH3:46])[CH2:23][NH:24][C@H:25]1[CH2:30][C@@H:29]([C:31]([N:33]2[CH2:38][CH2:37][O:36][CH2:35][CH2:34]2)=[O:32])[CH2:28][N:27](C(OC(C)(C)C)=O)[CH2:26]1.C(N(CC)C(C)C)(C)C.F[P-](F)(F)(F)(F)F.ClC(N(C)C)=[N+](C)C. (2) Given the product [CH3:9][C:8]1([CH3:10])[C:1]2([CH2:11][S:12]([OH:15])(=[O:14])=[O:13])[C:2]([CH2:4][CH:5]1[CH2:6][CH2:7]2)=[O:3], predict the reactants needed to synthesize it. The reactants are: [C@:1]12([CH2:11][S:12]([OH:15])(=[O:14])=[O:13])[C:8]([CH3:10])([CH3:9])[CH:5]([CH2:6][CH2:7]1)[CH2:4][C:2]2=[O:3].